From a dataset of Full USPTO retrosynthesis dataset with 1.9M reactions from patents (1976-2016). Predict the reactants needed to synthesize the given product. (1) Given the product [CH:19]1([CH2:25][NH:26][C:2]2[N:7]=[C:6]([C:8]3[CH:9]=[N:10][N:11]4[CH:16]=[CH:15][C:14]([C:17]#[N:18])=[CH:13][C:12]=34)[CH:5]=[CH:4][CH:3]=2)[CH2:24][CH2:23][CH2:22][CH2:21][CH2:20]1, predict the reactants needed to synthesize it. The reactants are: Cl[C:2]1[N:7]=[C:6]([C:8]2[CH:9]=[N:10][N:11]3[CH:16]=[CH:15][C:14]([C:17]#[N:18])=[CH:13][C:12]=23)[CH:5]=[CH:4][CH:3]=1.[CH:19]1([CH2:25][NH2:26])[CH2:24][CH2:23][CH2:22][CH2:21][CH2:20]1.C(N(CC)CC)C.O. (2) Given the product [C:7]([C:11]1[CH:16]=[CH:15][C:14]([C:17]2[S:18][CH:19]=[C:20]([CH2:26][OH:27])[C:21]=2[O:22][CH2:23][O:24][CH3:25])=[CH:13][CH:12]=1)([CH3:10])([CH3:8])[CH3:9], predict the reactants needed to synthesize it. The reactants are: [H-].[Al+3].[Li+].[H-].[H-].[H-].[C:7]([C:11]1[CH:16]=[CH:15][C:14]([C:17]2[S:18][CH:19]=[C:20]([C:26](OCC)=[O:27])[C:21]=2[O:22][CH2:23][O:24][CH3:25])=[CH:13][CH:12]=1)([CH3:10])([CH3:9])[CH3:8].[Cl-].[NH4+]. (3) Given the product [CH3:1][O:2][C:3]1[CH:4]=[C:5]([CH:33]=[CH:34][C:35]=1[O:36][CH3:37])[CH2:6][CH:7]1[C:16]2[C:11](=[CH:12][C:13]([O:18][CH3:19])=[C:14]([O:17][C:42]3[N:47]=[CH:46][C:45]([O:48][CH3:49])=[CH:44][N:43]=3)[CH:15]=2)[CH2:10][CH2:9][N:8]1[CH2:20][C:21]([NH:23][CH:24]1[C:32]2[C:27](=[CH:28][CH:29]=[CH:30][CH:31]=2)[CH2:26][CH2:25]1)=[O:22], predict the reactants needed to synthesize it. The reactants are: [CH3:1][O:2][C:3]1[CH:4]=[C:5]([CH:33]=[CH:34][C:35]=1[O:36][CH3:37])[CH2:6][CH:7]1[C:16]2[C:11](=[CH:12][C:13]([O:18][CH3:19])=[C:14]([OH:17])[CH:15]=2)[CH2:10][CH2:9][N:8]1[CH2:20][C:21]([NH:23][CH:24]1[C:32]2[C:27](=[CH:28][CH:29]=[CH:30][CH:31]=2)[CH2:26][CH2:25]1)=[O:22].CS([C:42]1[N:47]=[CH:46][C:45]([O:48][CH3:49])=[CH:44][N:43]=1)(=O)=O. (4) Given the product [OH:43][CH2:5][CH2:4][CH2:3][NH:8][C:9](=[O:37])[C@@H:10]([NH:15][C:16]([N:18]1[C:26]2[CH2:25][CH2:24][N:23]([CH3:27])[CH2:22][C:21]=2[C:20]([C:28]2[CH:33]=[C:32]([F:34])[C:31]([F:35])=[CH:30][C:29]=2[F:36])=[N:19]1)=[O:17])[C:11]([CH3:13])([CH3:12])[CH3:14], predict the reactants needed to synthesize it. The reactants are: NC(=O)[C@@H:3]([NH:8][C:9](=[O:37])[C@@H:10]([NH:15][C:16]([N:18]1[C:26]2[CH2:25][CH2:24][N:23]([CH3:27])[CH2:22][C:21]=2[C:20]([C:28]2[CH:33]=[C:32]([F:34])[C:31]([F:35])=[CH:30][C:29]=2[F:36])=[N:19]1)=[O:17])[C:11]([CH3:14])([CH3:13])[CH3:12])[CH2:4][CH:5](C)C.NCCC[OH:43]. (5) Given the product [CH2:26]([C:23]1[CH:24]=[CH:25][C:20]([O:19][C@@H:17]([CH3:18])[CH2:16][CH2:15][O:14][C:11]2[CH:12]=[CH:13][C:8]([CH2:7][CH2:6][C:5]([OH:34])=[O:4])=[C:9]([CH3:33])[CH:10]=2)=[C:21]([C:28]2[O:29][CH:30]=[CH:31][N:32]=2)[CH:22]=1)[CH3:27], predict the reactants needed to synthesize it. The reactants are: [OH-].[Na+].C[O:4][C:5](=[O:34])[CH2:6][CH2:7][C:8]1[CH:13]=[CH:12][C:11]([O:14][CH2:15][CH2:16][C@@H:17]([O:19][C:20]2[CH:25]=[CH:24][C:23]([CH2:26][CH3:27])=[CH:22][C:21]=2[C:28]2[O:29][CH:30]=[CH:31][N:32]=2)[CH3:18])=[CH:10][C:9]=1[CH3:33].Cl. (6) Given the product [C:1]([C:3]1[CH:8]=[C:7]([CH3:9])[CH:6]=[CH:5][C:4]=1[C:10]1[CH:15]=[C:14]([CH:16]([OH:19])[CH2:17][OH:18])[CH:13]=[C:12]([C:20]([OH:22])=[O:21])[CH:11]=1)#[N:2], predict the reactants needed to synthesize it. The reactants are: [C:1]([C:3]1[CH:8]=[C:7]([CH3:9])[CH:6]=[CH:5][C:4]=1[C:10]1[CH:15]=[C:14]([CH:16]([OH:19])[CH2:17][OH:18])[CH:13]=[C:12]([C:20]([O:22]C)=[O:21])[CH:11]=1)#[N:2].[OH-].[Li+].[NH4+].[Cl-]. (7) Given the product [F:29][C:25]1[C:24]([CH3:30])=[C:23]([CH2:22][N:3]2[C:4]3[CH:10]=[C:9]([N:11]4[CH2:12][CH2:13][O:14][CH2:15][CH2:16]4)[CH:8]=[C:7]([C:17]([OH:19])=[O:18])[C:5]=3[N:6]=[C:2]2[CH3:1])[CH:28]=[CH:27][CH:26]=1, predict the reactants needed to synthesize it. The reactants are: [CH3:1][C:2]1[NH:6][C:5]2[C:7]([C:17]([O:19]C)=[O:18])=[CH:8][C:9]([N:11]3[CH2:16][CH2:15][O:14][CH2:13][CH2:12]3)=[CH:10][C:4]=2[N:3]=1.Br[CH2:22][C:23]1[CH:28]=[CH:27][CH:26]=[C:25]([F:29])[C:24]=1[CH3:30].C(=O)([O-])[O-].[K+].[K+].[OH-].[Li+]. (8) Given the product [N:18]1([O:10][C:4]2[C:5]3[CH:9]=[CH:8][S:7][C:6]=3[N:1]=[CH:2][N:3]=2)[C:22]2[CH:23]=[CH:24][CH:25]=[CH:26][C:21]=2[N:20]=[N:19]1, predict the reactants needed to synthesize it. The reactants are: [N:1]1[C:6]2[S:7][CH:8]=[CH:9][C:5]=2[C:4](=[O:10])[NH:3][CH:2]=1.F[P-](F)(F)(F)(F)F.[N:18]1(O[P+](N(C)C)(N(C)C)N(C)C)[C:22]2[CH:23]=[CH:24][CH:25]=[CH:26][C:21]=2[N:20]=[N:19]1.C1CCN2C(=NCCC2)CC1.